This data is from Experimentally validated miRNA-target interactions with 360,000+ pairs, plus equal number of negative samples. The task is: Binary Classification. Given a miRNA mature sequence and a target amino acid sequence, predict their likelihood of interaction. The miRNA is mmu-miR-3072-3p with sequence UGCCCCCUCCAGGAAGCCUUCU. The protein sequence of the target gene is MADTKTSKCDEHFSVEKLKEWPEPESVSLMELLAREDIDEAVHAVLFRENYVVKRLDTYLQHLAVFKERRKEMLHKKWVENVVQPLQQRITDKITSYRRPGKNQVKYEHCLKQTNKPTKVSSSCLFQKQQEFREAKGTSYQHGRGKTHDTQKEAKETEKGLSFTPFSLRPHCSSPRERQRASARLMQSKPGGRNRYKGASSEKPVFTLKSHLPKEEKTVSRSQLVFERQFRASRLSQDIKEAEKKGLVVGTGPQRPRSWAAADSVPRPSLVGRRVMTAEILGEHLVSLHQAARSGLQWP. Result: 0 (no interaction).